Dataset: Reaction yield outcomes from USPTO patents with 853,638 reactions. Task: Predict the reaction yield, written as a fraction of the theoretical maximum amount of product (1.0 means a 100% yield; for example, 0.34 means a 34% yield). (1) The reactants are [F:1][C:2]1[CH:3]=[C:4]([CH:24]=[CH:25][C:26]=1[S:27][C:28]1[NH:29][CH:30]=[CH:31][N:32]=1)[NH:5][C:6]1[C:15]2[C:10](=[CH:11][CH:12]=[CH:13][C:14]=2[O:16][CH:17]2[CH2:22][CH2:21][N:20]([CH3:23])[CH2:19][CH2:18]2)[N:9]=[CH:8][N:7]=1.Cl[CH2:34][C:35]#[N:36]. No catalyst specified. The product is [C:35]([CH2:34][N:29]1[CH:30]=[CH:31][N:32]=[C:28]1[S:27][C:26]1[CH:25]=[CH:24][C:4]([NH:5][C:6]2[C:15]3[C:10](=[CH:11][CH:12]=[CH:13][C:14]=3[O:16][CH:17]3[CH2:22][CH2:21][N:20]([CH3:23])[CH2:19][CH2:18]3)[N:9]=[CH:8][N:7]=2)=[CH:3][C:2]=1[F:1])#[N:36]. The yield is 0.400. (2) The reactants are C(O)(=O)C.N1C=CC=CC=1.[F:11][C:12]1[CH:19]=[CH:18][C:17]([F:20])=[CH:16][C:13]=1[CH:14]=O.[OH:21][C:22]1[C:31]2[C:26](=[CH:27][CH:28]=[CH:29][CH:30]=2)[O:25][C:24](=[O:32])[CH:23]=1.[Cl:33][C:34]1[CH:39]=[CH:38][C:37]([SH:40])=[CH:36][CH:35]=1. The catalyst is C(O)C. The product is [Cl:33][C:34]1[CH:39]=[CH:38][C:37]([S:40][CH:14]([C:13]2[CH:16]=[C:17]([F:20])[CH:18]=[CH:19][C:12]=2[F:11])[C:23]2[C:24](=[O:32])[O:25][C:26]3[C:31]([C:22]=2[OH:21])=[CH:30][CH:29]=[CH:28][CH:27]=3)=[CH:36][CH:35]=1. The yield is 0.800. (3) The reactants are [C:1]([C:5]1[O:9][N:8]=[C:7]([NH:10][C:11]([NH:13][C:14]2[CH:19]=[CH:18][CH:17]=[C:16]([SH:20])[CH:15]=2)=[O:12])[CH:6]=1)([CH3:4])([CH3:3])[CH3:2].C(=O)([O-])[O-].[Cs+].[Cs+].Cl[C:28]1[C:37]2[C:32](=[CH:33][C:34]([O:43][CH3:44])=[C:35]([O:38][CH2:39][CH2:40][O:41][CH3:42])[CH:36]=2)[N:31]=[CH:30][N:29]=1. The catalyst is O1CCCC1. The product is [C:1]([C:5]1[O:9][N:8]=[C:7]([NH:10][C:11]([NH:13][C:14]2[CH:19]=[CH:18][CH:17]=[C:16]([S:20][C:28]3[C:37]4[C:32](=[CH:33][C:34]([O:43][CH3:44])=[C:35]([O:38][CH2:39][CH2:40][O:41][CH3:42])[CH:36]=4)[N:31]=[CH:30][N:29]=3)[CH:15]=2)=[O:12])[CH:6]=1)([CH3:4])([CH3:2])[CH3:3]. The yield is 0.500. (4) The reactants are [NH2:1][CH:2]1[CH2:7][CH2:6][C:5]([CH3:9])([OH:8])[CH2:4][CH2:3]1.[F:10][C:11]1[CH:16]=[CH:15][C:14]([F:17])=[CH:13][C:12]=1[C@H:18]1[CH2:22][CH2:21][CH2:20][N:19]1[C:23]1[CH:28]=[CH:27][N:26]2[N:29]=[CH:30][C:31]([C:32](O)=[O:33])=[C:25]2[N:24]=1. No catalyst specified. The product is [F:10][C:11]1[CH:16]=[CH:15][C:14]([F:17])=[CH:13][C:12]=1[C@H:18]1[CH2:22][CH2:21][CH2:20][N:19]1[C:23]1[CH:28]=[CH:27][N:26]2[N:29]=[CH:30][C:31]([C:32]([NH:1][CH:2]3[CH2:7][CH2:6][C:5]([OH:8])([CH3:9])[CH2:4][CH2:3]3)=[O:33])=[C:25]2[N:24]=1. The yield is 0.380. (5) The reactants are [C:1]([N:8]1[CH2:18][CH2:17][CH2:16][C@@H:10]([C:11]([O:13][CH2:14][CH3:15])=[O:12])[CH2:9]1)([O:3][C:4]([CH3:7])([CH3:6])[CH3:5])=[O:2].C([C@@H]([C@H](C([O-])=O)O)O)([O-])=O.CCN(CC)CC.C(OC(OC(C)(C)C)=O)(OC(C)(C)C)=O.C(OCC)(=O)C. The catalyst is O1CCOCC1.O. The product is [C:1]([N:8]1[CH2:18][CH2:17][CH2:16][C@@H:10]([C:11]([O:13][CH2:14][CH3:15])=[O:12])[CH2:9]1)([O:3][C:4]([CH3:5])([CH3:7])[CH3:6])=[O:2]. The yield is 1.00.